From a dataset of Experimentally validated miRNA-target interactions with 360,000+ pairs, plus equal number of negative samples. Binary Classification. Given a miRNA mature sequence and a target amino acid sequence, predict their likelihood of interaction. (1) The miRNA is hsa-miR-4494 with sequence CCAGACUGUGGCUGACCAGAGG. The protein sequence of the target gene is MFLGPWPFSRLLSWFAISSRLSGQHGLPSSKFLRCLCLLALLPLLRWGQALPYKIGVIGPWTCDPFFSKALPEVAAALAIERISRDKTFDRSYSFEYVILNEDCQTSKALASFISHQQMASGFVGPANPGFCEAASLLGTSWDKGIFSWACVNHELDNKHSFPTFSRTLPSPIRVLVTVMKYFQWAHAGVISSDEDIWMHTANRVSSALRSQGLPVGVVLTSGRDSQSIQKALQQIRQADRIRIIIMCMHSALIGGETQTHFLELAHDLKMTDGTYVFVPYDVLLYSLPYKHSPYQVLRN.... Result: 0 (no interaction). (2) The miRNA is mmu-miR-1954 with sequence ACUGCAGAGUGAGACCCUGUU. The protein sequence of the target gene is MVSKLSQLQTELLAALLESGLSKEALIQALGEPGPYLMVGEGPLDKGESCGGSRGDLTELPNGLGETRGSEDDTDDDGEDFAPPILKELENLSPEEAAHQKAVVESLLQEDPWRVAKMVKSYLQQHNIPQREVVDTTGLNQSHLSQHLNKGTPMKTQKRAALYTWYVRKQREVAQQFTHAGQGGLIEEPTGDELPTKKGRRNRFKWGPASQQILFQAYERQKNPSKEERETLVEECNRAECIQRGVSPSQAQGLGSNLVTEVRVYNWFANRRKEEAFRHKLAMDTYNGPPPGPGPGPALP.... Result: 1 (interaction).